From a dataset of Full USPTO retrosynthesis dataset with 1.9M reactions from patents (1976-2016). Predict the reactants needed to synthesize the given product. (1) Given the product [CH3:1][O:2][C:3]([C:5]1([CH2:8][OH:9])[CH2:7][CH2:6]1)=[O:4], predict the reactants needed to synthesize it. The reactants are: [CH3:1][O:2][C:3]([C:5]1([C:8](O)=[O:9])[CH2:7][CH2:6]1)=[O:4].CCN(C(C)C)C(C)C.ClC(OCC)=O.[BH4-].[Na+].CO. (2) Given the product [Cl:8][C:4]1[CH:5]=[CH:6][CH:7]=[C:2]([Cl:1])[C:3]=1[CH2:9][S:10]([C:13]1[CH:14]=[C:15]2[C:19](=[CH:20][CH:21]=1)[NH:18][C:17](=[O:22])/[C:16]/2=[CH:41]\[C:25]1[NH:26][C:27]([CH3:40])=[C:28]([CH2:29][CH2:30][C:31]([N:33]2[CH2:34][CH2:35][N:36]([CH3:39])[CH2:37][CH2:38]2)=[O:32])[C:24]=1[CH3:23])(=[O:12])=[O:11], predict the reactants needed to synthesize it. The reactants are: [Cl:1][C:2]1[CH:7]=[CH:6][CH:5]=[C:4]([Cl:8])[C:3]=1[CH2:9][S:10]([C:13]1[CH:14]=[C:15]2[C:19](=[CH:20][CH:21]=1)[NH:18][C:17](=[O:22])[CH2:16]2)(=[O:12])=[O:11].[CH3:23][C:24]1[C:28]([CH2:29][CH2:30][C:31]([N:33]2[CH2:38][CH2:37][N:36]([CH3:39])[CH2:35][CH2:34]2)=[O:32])=[C:27]([CH3:40])[NH:26][C:25]=1[CH:41]=O.N1CCCCC1. (3) Given the product [NH2:7][C:6]1[CH:5]=[C:4]([C:2]#[N:3])[C:17]([N:7]2[CH2:8][CH2:9][CH:4]([C:2]#[N:3])[CH2:5][CH2:6]2)=[N:18][CH:21]=1, predict the reactants needed to synthesize it. The reactants are: Cl.[C:2]([CH:4]1[CH2:9][CH2:8][NH:7][CH2:6][CH2:5]1)#[N:3].C(=O)([O-])[O-].[K+].[K+].O.[CH3:17][N:18]([CH3:21])C=O. (4) Given the product [Cl:1][CH2:2][CH2:3][CH2:4][CH:5]1[S:10][C:9]2[CH:11]=[CH:12][CH:13]=[CH:14][C:8]=2[N:7]([C:20]2[CH:21]=[CH:22][C:23]([F:24])=[C:18]([Cl:17])[CH:19]=2)[S:6]1(=[O:15])=[O:16], predict the reactants needed to synthesize it. The reactants are: [Cl:1][CH2:2][CH2:3][CH2:4][CH:5]1[S:10][C:9]2[CH:11]=[CH:12][CH:13]=[CH:14][C:8]=2[NH:7][S:6]1(=[O:16])=[O:15].[Cl:17][C:18]1[CH:19]=[C:20](B(O)O)[CH:21]=[CH:22][C:23]=1[F:24]. (5) Given the product [CH2:29]1[C:16]2([CH2:21][CH2:20][N:19]([C:22]([O:24][C:25]([CH3:28])([CH3:27])[CH3:26])=[O:23])[CH2:18][CH2:17]2)[CH2:14][N:15]1[C:4]([O:6][CH2:7][C:8]1[CH:13]=[CH:12][CH:11]=[CH:10][CH:9]=1)=[O:5], predict the reactants needed to synthesize it. The reactants are: [OH-].[Na+].Cl[C:4]([O:6][CH2:7][C:8]1[CH:13]=[CH:12][CH:11]=[CH:10][CH:9]=1)=[O:5].[C:14]([C:16]1([CH2:29]OS(C2C=CC(C)=CC=2)(=O)=O)[CH2:21][CH2:20][N:19]([C:22]([O:24][C:25]([CH3:28])([CH3:27])[CH3:26])=[O:23])[CH2:18][CH2:17]1)#[N:15]. (6) Given the product [Cl:9][CH2:10][CH2:11][C:12]([NH:1][C:2]1[CH:7]=[CH:6][CH:5]=[CH:4][C:3]=1[OH:8])=[O:13], predict the reactants needed to synthesize it. The reactants are: [NH2:1][C:2]1[CH:7]=[CH:6][CH:5]=[CH:4][C:3]=1[OH:8].[Cl:9][CH2:10][CH2:11][C:12](Cl)=[O:13]. (7) The reactants are: [CH3:1][O:2][C:3]1[CH:12]=[C:11]([CH3:13])[CH:10]=[CH:9][C:4]=1[C:5]([O:7][CH3:8])=[O:6].C1C(=O)N([Br:21])C(=O)C1. Given the product [Br:21][CH2:13][C:11]1[CH:10]=[CH:9][C:4]([C:5]([O:7][CH3:8])=[O:6])=[C:3]([O:2][CH3:1])[CH:12]=1, predict the reactants needed to synthesize it. (8) Given the product [N:17]1[C:26]2[C:21](=[CH:22][C:23]([C:27]([N:30]=[N+:31]=[N-:32])=[O:29])=[CH:24][CH:25]=2)[CH:20]=[CH:19][CH:18]=1, predict the reactants needed to synthesize it. The reactants are: CN1CCOCC1.ClC1N=C(Cl)N=C(Cl)N=1.[N:17]1[C:26]2[C:21](=[CH:22][C:23]([C:27]([OH:29])=O)=[CH:24][CH:25]=2)[CH:20]=[CH:19][CH:18]=1.[N-:30]=[N+:31]=[N-:32].[Na+]. (9) Given the product [F:18][C:19]1[C:20]([CH2:31][N:32]([CH3:40])[C:33](=[O:39])[O:34][C:35]([CH3:36])([CH3:37])[CH3:38])=[CH:21][N:22]([S:47]([C:43]2[N:42]([CH3:41])[CH:46]=[CH:45][N:44]=2)(=[O:49])=[O:48])[C:23]=1[C:24]1[C:25]([F:30])=[N:26][CH:27]=[CH:28][CH:29]=1, predict the reactants needed to synthesize it. The reactants are: [H-].[Na+].C1OCCOCCOCCOCCOC1.[F:18][C:19]1[C:20]([CH2:31][N:32]([CH3:40])[C:33](=[O:39])[O:34][C:35]([CH3:38])([CH3:37])[CH3:36])=[CH:21][NH:22][C:23]=1[C:24]1[C:25]([F:30])=[N:26][CH:27]=[CH:28][CH:29]=1.[CH3:41][N:42]1[CH:46]=[CH:45][N:44]=[C:43]1[S:47](Cl)(=[O:49])=[O:48]. (10) Given the product [Cl:1][C:2]1[CH:3]=[C:4]([NH:17][C:18]2[C:19]3[C:26]4[CH2:27][N:28]([C:36](=[O:37])/[CH:35]=[CH:34]/[CH2:33][N:32]([CH3:39])[CH3:31])[CH2:29][C:25]=4[S:24][C:20]=3[N:21]=[CH:22][N:23]=2)[CH:5]=[CH:6][C:7]=1[O:8][CH2:9][C:10]1[CH:15]=[CH:14][CH:13]=[C:12]([F:16])[CH:11]=1, predict the reactants needed to synthesize it. The reactants are: [Cl:1][C:2]1[CH:3]=[C:4]([NH:17][C:18]2[C:19]3[C:26]4[CH2:27][NH:28][CH2:29][C:25]=4[S:24][C:20]=3[N:21]=[CH:22][N:23]=2)[CH:5]=[CH:6][C:7]=1[O:8][CH2:9][C:10]1[CH:15]=[CH:14][CH:13]=[C:12]([F:16])[CH:11]=1.Cl.[CH3:31][N:32]([CH3:39])[CH2:33]/[CH:34]=[CH:35]/[C:36](O)=[O:37].